The task is: Predict which catalyst facilitates the given reaction.. This data is from Catalyst prediction with 721,799 reactions and 888 catalyst types from USPTO. (1) Reactant: C1(S([N:10]2[C:18]3[C:13](=[CH:14][C:15]([CH2:19][CH3:20])=[CH:16][CH:17]=3)[CH2:12][CH2:11]2)(=O)=O)C=CC=CC=1.[OH-].[Na+]. Product: [CH2:19]([C:15]1[CH:14]=[C:13]2[C:18](=[CH:17][CH:16]=1)[NH:10][CH2:11][CH2:12]2)[CH3:20]. The catalyst class is: 201. (2) Reactant: O[CH:2]([C:4]1[CH:9]=[CH:8][C:7]([S:10]([NH:13][C:14]2[N:18]([C:19]3[CH:24]=[CH:23][CH:22]=[CH:21][N:20]=3)[N:17]=[CH:16][CH:15]=2)(=[O:12])=[O:11])=[CH:6][CH:5]=1)[CH3:3].CCN(S(F)(F)[F:31])CC.C([O-])(O)=O.[Na+]. The catalyst class is: 2. Product: [F:31][CH:2]([C:4]1[CH:9]=[CH:8][C:7]([S:10]([NH:13][C:14]2[N:18]([C:19]3[CH:24]=[CH:23][CH:22]=[CH:21][N:20]=3)[N:17]=[CH:16][CH:15]=2)(=[O:12])=[O:11])=[CH:6][CH:5]=1)[CH3:3]. (3) Reactant: Cl[CH2:2][CH:3]([O:6][CH3:7])[O:4][CH3:5].[CH:8]1([NH2:14])[CH2:13][CH2:12][CH2:11][CH2:10][CH2:9]1.[OH-].[Na+]. Product: [CH3:5][O:4][CH:3]([O:6][CH3:7])[CH2:2][NH:14][CH:8]1[CH2:13][CH2:12][CH2:11][CH2:10][CH2:9]1. The catalyst class is: 6. (4) The catalyst class is: 6. Product: [NH2:13][C:12]1[CH:3]=[CH:4][C:5]([C:6]#[N:2])=[CH:10][C:11]=1[CH3:16]. Reactant: C[N:2]1[CH2:6][CH2:5][CH2:4][C:3]1=O.BrC1C=C[C:12]([NH2:13])=[C:11]([CH3:16])[CH:10]=1.[Cu](C#N)C#N.N. (5) Reactant: [N:1]1([CH2:8][CH2:9][O:10][C:11]2[CH:60]=[CH:59][C:14]([CH2:15][N:16]([CH2:49][CH2:50][O:51]CC3C=CC=CC=3)[C:17]3[CH:22]=[C:21]([O:23][Si:24]([C:27]([CH3:30])([CH3:29])[CH3:28])([CH3:26])[CH3:25])[CH:20]=[CH:19][C:18]=3[CH:31]3[CH2:40][CH2:39][C:38]4[C:33](=[CH:34][CH:35]=[C:36]([O:41][Si:42]([C:45]([CH3:48])([CH3:47])[CH3:46])([CH3:44])[CH3:43])[CH:37]=4)[CH2:32]3)=[CH:13][CH:12]=2)[CH2:7][CH2:6][CH2:5][CH2:4][CH2:3][CH2:2]1.B(Cl)(Cl)Cl.CO. Product: [N:1]1([CH2:8][CH2:9][O:10][C:11]2[CH:60]=[CH:59][C:14]([CH2:15][N:16]([C:17]3[CH:22]=[C:21]([O:23][Si:24]([C:27]([CH3:30])([CH3:29])[CH3:28])([CH3:26])[CH3:25])[CH:20]=[CH:19][C:18]=3[CH:31]3[CH2:40][CH2:39][C:38]4[C:33](=[CH:34][CH:35]=[C:36]([O:41][Si:42]([C:45]([CH3:48])([CH3:47])[CH3:46])([CH3:44])[CH3:43])[CH:37]=4)[CH2:32]3)[CH2:49][CH2:50][OH:51])=[CH:13][CH:12]=2)[CH2:7][CH2:6][CH2:5][CH2:4][CH2:3][CH2:2]1. The catalyst class is: 503. (6) Reactant: [F:1][C:2]([F:10])([F:9])[C:3]([F:8])([F:7])[C:4]([O-])=O.[K+].CN([CH:15]=[O:16])C.[C:17]1(C)[CH:22]=[CH:21]C=[CH:19][CH:18]=1. Product: [CH3:15][O:16][C:17]1[CH:22]=[CH:21][C:4]([C:3]([F:8])([F:7])[C:2]([F:10])([F:9])[F:1])=[CH:19][CH:18]=1. The catalyst class is: 205. (7) The catalyst class is: 6. Product: [CH3:1][O:2][C:3]([NH:6][C@@H:7]([CH:11]([CH3:13])[CH3:12])[C:8]([OH:10])=[O:9])=[O:4]. Reactant: [CH3:1][O:2][C:3](Cl)=[O:4].[NH2:6][C@@H:7]([CH:11]([CH3:13])[CH3:12])[C:8]([OH:10])=[O:9].[OH-].[Na+].C(=O)([O-])[O-].[Na+].[Na+]. (8) Reactant: Br[C:2]1[C:11]2[C:6](=[CH:7][CH:8]=[C:9]3[O:15][CH2:14][CH2:13][O:12][C:10]3=2)[N:5]=[CH:4][CH:3]=1.[CH:16]([Sn](CCCC)(CCCC)CCCC)=[CH2:17]. Product: [CH:16]([C:2]1[C:11]2[C:6](=[CH:7][CH:8]=[C:9]3[O:15][CH2:14][CH2:13][O:12][C:10]3=2)[N:5]=[CH:4][CH:3]=1)=[CH2:17]. The catalyst class is: 11.